Dataset: Forward reaction prediction with 1.9M reactions from USPTO patents (1976-2016). Task: Predict the product of the given reaction. (1) Given the reactants Cl[CH2:2][CH2:3][CH2:4][CH2:5][CH2:6][CH2:7][O:8][C:9]1[CH:10]=[C:11]([C:15](=[O:17])[CH3:16])[CH:12]=[CH:13][CH:14]=1.[CH3:18][CH:19]([CH3:35])[C:20]([NH:22][C:23]1[CH:28]=[CH:27][CH:26]=[C:25]([CH:29]2[CH2:34][CH2:33][NH:32][CH2:31][CH2:30]2)[CH:24]=1)=[O:21], predict the reaction product. The product is: [C:15]([C:11]1[CH:10]=[C:9]([CH:14]=[CH:13][CH:12]=1)[O:8][CH2:7][CH2:6][CH2:5][CH2:4][CH2:3][CH2:2][N:32]1[CH2:33][CH2:34][CH:29]([C:25]2[CH:24]=[C:23]([NH:22][C:20](=[O:21])[CH:19]([CH3:18])[CH3:35])[CH:28]=[CH:27][CH:26]=2)[CH2:30][CH2:31]1)(=[O:17])[CH3:16]. (2) Given the reactants Br[C:2]1[CH:8]=[CH:7][C:5]([NH2:6])=[CH:4][CH:3]=1.[CH:9]1([CH:12]=[O:13])[CH2:11][CH2:10]1.[CH:14](/[NH:17][C:18](=[O:27])[O:19][CH2:20][C:21]1[CH:26]=[CH:25][CH:24]=[CH:23][CH:22]=1)=[CH:15]\[CH3:16].P([O-])([O:37][C:38]1[CH:43]=[CH:42][CH:41]=[CH:40]C=1)([O:37][C:38]1C=[CH:40][CH:41]=[CH:42][CH:43]=1)=O, predict the reaction product. The product is: [CH:7]1([C@H:5]2[C@H:4]([CH3:3])[C@@H:14]([NH:17][C:18](=[O:27])[O:19][CH2:20][C:21]3[CH:22]=[CH:23][CH:24]=[CH:25][CH:26]=3)[C:15]3[C:11](=[CH:10][CH:9]=[C:12]([O:13][CH:42]4[CH2:43][CH2:38][O:37][CH2:40][CH2:41]4)[CH:16]=3)[NH:6]2)[CH2:8][CH2:2]1. (3) Given the reactants [CH:1]1([CH2:4][CH:5]=[CH:6][CH2:7][CH2:8][CH:9]([OH:12])CO)[CH2:3][CH2:2]1.[H-].[Na+], predict the reaction product. The product is: [CH:1]1([CH2:4][CH:5]=[CH:6][CH2:7][CH:8]2[CH2:9][O:12]2)[CH2:3][CH2:2]1. (4) Given the reactants Cl.[CH3:2][O:3][C:4](=[O:17])[C@@H:5]([CH2:7][C:8]1[CH:13]=[CH:12][C:11]([CH3:14])=[C:10]([O:15][CH3:16])[CH:9]=1)[NH2:6].ClCCl.C(=O)([O-])[O-].[K+].[K+].[Cl:27][CH2:28][C:29](Cl)=[O:30], predict the reaction product. The product is: [CH3:2][O:3][C:4](=[O:17])[C@H:5]([NH:6][C:29](=[O:30])[CH2:28][Cl:27])[CH2:7][C:8]1[CH:13]=[CH:12][C:11]([CH3:14])=[C:10]([O:15][CH3:16])[CH:9]=1. (5) Given the reactants CS(O[CH2:6][C:7]1([CH2:22]OS(C)(=O)=O)[CH2:10][CH:9]([NH:11][C:12]([O:14][CH2:15][C:16]2[CH:21]=[CH:20][CH:19]=[CH:18][CH:17]=2)=[O:13])[CH2:8]1)(=O)=O.O.O.O.O.O.O.O.O.O.[S-2:37].[Na+].[Na+], predict the reaction product. The product is: [CH2:6]1[C:7]2([CH2:8][CH:9]([NH:11][C:12](=[O:13])[O:14][CH2:15][C:16]3[CH:17]=[CH:18][CH:19]=[CH:20][CH:21]=3)[CH2:10]2)[CH2:22][S:37]1. (6) The product is: [C:1]([O:4][CH:25]1[C:24]2[N:29]([C:21]3[N:20]=[CH:19][N:18]=[C:17]([NH2:16])[C:22]=3[C:23]=2[C:38]2[CH:39]=[N:40][C:41]3[C:46]([CH:47]=2)=[CH:45][CH:44]=[CH:43][CH:42]=3)[CH2:28][C@@H:27]([NH:30][C:31]([O:32][C:33]([CH3:36])([CH3:35])[CH3:34])=[O:37])[CH2:26]1)(=[O:3])[CH3:2]. Given the reactants [C:1]([OH:4])(=[O:3])[CH3:2].[C:1]([OH:4])(=[O:3])[CH3:2].IC1C=CC=CC=1.[NH2:16][C:17]1[C:22]2[C:23]([C:38]3[CH:39]=[N:40][C:41]4[C:46]([CH:47]=3)=[CH:45][CH:44]=[CH:43][CH:42]=4)=[C:24]3[N:29]([C:21]=2[N:20]=[CH:19][N:18]=1)[CH2:28][C@@H:27]([NH:30][C:31](=[O:37])[O:32][C:33]([CH3:36])([CH3:35])[CH3:34])[CH2:26][CH2:25]3, predict the reaction product.